Dataset: Catalyst prediction with 721,799 reactions and 888 catalyst types from USPTO. Task: Predict which catalyst facilitates the given reaction. (1) Product: [Cl:1][C:2]1[N:10]=[C:9]([Cl:11])[CH:8]=[CH:7][C:3]=1[C:4]([NH:17][CH2:18][C:19]1[CH:20]=[N:21][CH:22]=[CH:23][CH:24]=1)=[O:6]. Reactant: [Cl:1][C:2]1[N:10]=[C:9]([Cl:11])[CH:8]=[CH:7][C:3]=1[C:4]([OH:6])=O.C1COCC1.[NH2:17][CH2:18][C:19]1[CH:20]=[N:21][CH:22]=[CH:23][CH:24]=1.CCN(C(C)C)C(C)C. The catalyst class is: 25. (2) Reactant: C1C=C(Cl)C=C(C(OO)=[O:9])C=1.[Br:12][C:13]1[CH:14]=[N:15][CH:16]=[C:17]([CH:22]=1)[C:18]([O:20][CH3:21])=[O:19]. Product: [Br:12][C:13]1[CH:14]=[N+:15]([O-:9])[CH:16]=[C:17]([CH:22]=1)[C:18]([O:20][CH3:21])=[O:19]. The catalyst class is: 2.